This data is from Full USPTO retrosynthesis dataset with 1.9M reactions from patents (1976-2016). The task is: Predict the reactants needed to synthesize the given product. (1) Given the product [N:30]1([C:25]([C:24]2[CH:28]=[CH:29][C:21]([C:18]3[N:19]=[CH:20][C:15]([O:14][CH2:13][CH:10]4[CH2:9][CH2:8][N:7]([C:5]([O:4][CH:2]([CH3:3])[CH3:1])=[O:6])[CH2:12][CH2:11]4)=[CH:16][CH:17]=3)=[CH:22][CH:23]=2)=[O:27])[CH2:34][CH2:33][CH2:32][CH2:31]1, predict the reactants needed to synthesize it. The reactants are: [CH3:1][CH:2]([O:4][C:5]([N:7]1[CH2:12][CH2:11][CH:10]([CH2:13][O:14][C:15]2[CH:16]=[CH:17][C:18]([C:21]3[CH:29]=[CH:28][C:24]([C:25]([OH:27])=O)=[CH:23][CH:22]=3)=[N:19][CH:20]=2)[CH2:9][CH2:8]1)=[O:6])[CH3:3].[NH:30]1[CH2:34][CH2:33][CH2:32][CH2:31]1.CN(C(ON1N=NC2C=CC=NC1=2)=[N+](C)C)C.F[P-](F)(F)(F)(F)F.C(N(C(C)C)CC)(C)C. (2) Given the product [Cl:19][C:14]1[CH:15]=[CH:16][CH:17]=[CH:18][C:13]=1[C:12]1[C:3]([CH:2]=[O:25])=[N:4][C:5]2[C:10]([N:11]=1)=[C:9]([C:20]([F:23])([F:22])[F:21])[CH:8]=[CH:7][CH:6]=2, predict the reactants needed to synthesize it. The reactants are: Br[CH2:2][C:3]1[C:12]([C:13]2[CH:18]=[CH:17][CH:16]=[CH:15][C:14]=2[Cl:19])=[N:11][C:10]2[C:5](=[CH:6][CH:7]=[CH:8][C:9]=2[C:20]([F:23])([F:22])[F:21])[N:4]=1.I([O-])(=O)(=O)=[O:25].[Na+].CN(C=O)C. (3) Given the product [CH3:42][N:43]([CH3:44])[CH:21]1[CH2:20][CH2:19][CH:18]([C:16]2[S:17][C:10]3[C:11](=[N:12][CH:13]=[CH:14][C:9]=3[O:8][C:7]3[CH:6]=[CH:5][C:4]([NH:25][C:26]([C:28]4[C:29](=[O:41])[N:30]([C:34]5[CH:39]=[CH:38][C:37]([F:40])=[CH:36][CH:35]=5)[N:31]=[CH:32][CH:33]=4)=[O:27])=[CH:3][C:2]=3[F:1])[CH:15]=2)[CH2:23][CH2:22]1, predict the reactants needed to synthesize it. The reactants are: [F:1][C:2]1[CH:3]=[C:4]([NH:25][C:26]([C:28]2[C:29](=[O:41])[N:30]([C:34]3[CH:39]=[CH:38][C:37]([F:40])=[CH:36][CH:35]=3)[N:31]=[CH:32][CH:33]=2)=[O:27])[CH:5]=[CH:6][C:7]=1[O:8][C:9]1[CH:14]=[CH:13][N:12]=[C:11]2[CH:15]=[C:16]([CH:18]3[CH2:23][CH2:22][C:21](=O)[CH2:20][CH2:19]3)[S:17][C:10]=12.[CH3:42][NH:43][CH3:44].[BH-](OC(C)=O)(OC(C)=O)OC(C)=O.[Na+]. (4) Given the product [Cl:13][C:14]1[CH:21]=[C:20]([N:6]2[CH2:7][CH2:8][C@:4]([CH2:1][CH3:3])([OH:12])[C@@H:5]2[CH2:9][CH3:11])[CH:19]=[CH:18][C:15]=1[C:16]#[N:17], predict the reactants needed to synthesize it. The reactants are: [CH:1]1([C@:4]2([OH:12])[CH2:8][CH2:7][NH:6][C@H:5]2[CH:9]([CH3:11])C)[CH2:3]C1.[Cl:13][C:14]1[CH:21]=[C:20](F)[CH:19]=[CH:18][C:15]=1[C:16]#[N:17].C(=O)([O-])[O-].[Li+].[Li+]. (5) Given the product [ClH:19].[NH2:7][C:8]1[C:9]2[CH2:16][CH2:15][CH2:14][C:13](=[O:17])[C:10]=2[S:11][CH:12]=1, predict the reactants needed to synthesize it. The reactants are: C(OC(=O)[NH:7][C:8]1[C:9]2[CH2:16][CH2:15][CH2:14][C:13](=[O:17])[C:10]=2[S:11][CH:12]=1)(C)(C)C.[ClH:19].C(OCC)(=O)C. (6) The reactants are: [CH2:1]([CH:3]1[CH2:7][CH2:6][C:5]([C:8]([O:10][CH3:11])=[O:9])=[CH:4]1)[CH3:2]. Given the product [CH2:1]([CH:3]1[CH2:7][CH2:6][CH:5]([C:8]([O:10][CH3:11])=[O:9])[CH2:4]1)[CH3:2], predict the reactants needed to synthesize it.